From a dataset of Forward reaction prediction with 1.9M reactions from USPTO patents (1976-2016). Predict the product of the given reaction. Given the reactants [CH3:1][C:2]([NH:4][C@H:5]1[C@@H:10]([O:11]P(OP(OC[C@H]2O[C@@H](N3C(=O)NC(=O)C=C3)[C@H](O)[C@@H]2O)(O)=O)(O)=O)[O:9][C@H:8]([CH2:36][OH:37])[C@@H:7]([OH:38])[C@@H:6]1[OH:39])=[O:3], predict the reaction product. The product is: [C:2]([NH:4][C@@H:5]1[C@@H:6]([OH:39])[C@H:7]([OH:38])[C@@H:8]([CH2:36][OH:37])[O:9][CH:10]1[OH:11])(=[O:3])[CH3:1].